Dataset: Catalyst prediction with 721,799 reactions and 888 catalyst types from USPTO. Task: Predict which catalyst facilitates the given reaction. (1) Reactant: Cl[C:2]1[CH:7]=[C:6]([CH2:8][N:9]2[C:13]([CH3:14])=[N:12][C:11]([C:15]3[CH:19]=[C:18]([C:20]4[CH:25]=[CH:24][C:23]([O:26][C:27]([F:30])([F:29])[F:28])=[CH:22][CH:21]=4)[O:17][N:16]=3)=[N:10]2)[CH:5]=[CH:4][N:3]=1.[CH3:31][S:32]([CH:35]1[CH2:40][CH2:39][NH:38][CH2:37][CH2:36]1)(=[O:34])=[O:33]. Product: [CH3:14][C:13]1[N:9]([CH2:8][C:6]2[CH:5]=[CH:4][N:3]=[C:2]([N:38]3[CH2:39][CH2:40][CH:35]([S:32]([CH3:31])(=[O:34])=[O:33])[CH2:36][CH2:37]3)[CH:7]=2)[N:10]=[C:11]([C:15]2[CH:19]=[C:18]([C:20]3[CH:25]=[CH:24][C:23]([O:26][C:27]([F:30])([F:29])[F:28])=[CH:22][CH:21]=3)[O:17][N:16]=2)[N:12]=1. The catalyst class is: 218. (2) Reactant: [NH2:1][C@:2]1([C:11]([O:13]C)=[O:12])[CH2:4][C@@H:3]1[C:5]1[CH:10]=[CH:9][CH:8]=[CH:7][CH:6]=1.[ClH:15]. Product: [ClH:15].[NH2:1][C@:2]1([C:11]([OH:13])=[O:12])[CH2:4][C@@H:3]1[C:5]1[CH:10]=[CH:9][CH:8]=[CH:7][CH:6]=1. The catalyst class is: 6. (3) Reactant: [F:1][C:2]1[CH:7]=[CH:6][C:5]([C:8]2[O:9][C:10]3[CH:20]=[CH:19][C:18]([C:21]4[C:22]([CH3:32])=[CH:23][C:24]([O:30][CH3:31])=[C:25]([CH:29]=4)[C:26]([OH:28])=O)=[CH:17][C:11]=3[C:12]=2[C:13](=[O:16])[NH:14][CH3:15])=[CH:4][CH:3]=1.Cl.[N:34]1[CH:39]=[CH:38][CH:37]=[C:36]([C:40]2([NH2:43])[CH2:42][CH2:41]2)[N:35]=1.C(N(CC)CC)C. Product: [F:1][C:2]1[CH:7]=[CH:6][C:5]([C:8]2[O:9][C:10]3[CH:20]=[CH:19][C:18]([C:21]4[CH:29]=[C:25]([C:26](=[O:28])[NH:43][C:40]5([C:36]6[N:35]=[N:34][CH:39]=[CH:38][CH:37]=6)[CH2:42][CH2:41]5)[C:24]([O:30][CH3:31])=[CH:23][C:22]=4[CH3:32])=[CH:17][C:11]=3[C:12]=2[C:13]([NH:14][CH3:15])=[O:16])=[CH:4][CH:3]=1. The catalyst class is: 3.